The task is: Predict the reactants needed to synthesize the given product.. This data is from Full USPTO retrosynthesis dataset with 1.9M reactions from patents (1976-2016). (1) Given the product [C:1]1([S:7]([N:10]([CH:11]([CH3:12])[CH3:13])[CH2:14][C:15]([NH:19][CH2:18][C:61]2[CH:60]=[C:59]([C:56]3[CH:55]=[CH:54][C:53]([C:52]([F:51])([F:67])[F:68])=[CH:58][CH:57]=3)[CH:64]=[CH:63][CH:62]=2)=[O:17])(=[O:8])=[O:9])[CH:2]=[CH:3][CH:4]=[CH:5][CH:6]=1, predict the reactants needed to synthesize it. The reactants are: [C:1]1([S:7]([N:10]([CH2:14][C:15]([OH:17])=O)[CH:11]([CH3:13])[CH3:12])(=[O:9])=[O:8])[CH:6]=[CH:5][CH:4]=[CH:3][CH:2]=1.[CH3:18][N:19](C(ON1N=NC2C=CC=NC1=2)=[N+](C)C)C.F[P-](F)(F)(F)(F)F.CCN(C(C)C)C(C)C.[F:51][C:52]([F:68])([F:67])[C:53]1[CH:58]=[CH:57][C:56]([C:59]2[CH:64]=[CH:63][CH:62]=[C:61](NC)[CH:60]=2)=[CH:55][CH:54]=1. (2) Given the product [CH2:15]([O:10][C:7]1[CH:8]=[CH:9][C:4]([N+:1]([O-:3])=[O:2])=[CH:5][C:6]=1[C:11]([F:12])([F:13])[F:14])[C:16]1[CH:21]=[CH:20][CH:19]=[CH:18][CH:17]=1, predict the reactants needed to synthesize it. The reactants are: [N+:1]([C:4]1[CH:9]=[CH:8][C:7]([OH:10])=[C:6]([C:11]([F:14])([F:13])[F:12])[CH:5]=1)([O-:3])=[O:2].[CH2:15](Br)[C:16]1[CH:21]=[CH:20][CH:19]=[CH:18][CH:17]=1.C(=O)([O-])[O-].[K+].[K+].CN(C)C=O.